Task: Regression/Classification. Given a drug SMILES string, predict its absorption, distribution, metabolism, or excretion properties. Task type varies by dataset: regression for continuous measurements (e.g., permeability, clearance, half-life) or binary classification for categorical outcomes (e.g., BBB penetration, CYP inhibition). Dataset: cyp2c9_veith.. Dataset: CYP2C9 inhibition data for predicting drug metabolism from PubChem BioAssay (1) The molecule is Cc1ncc2c(c1O)COP(=O)(O)OC2. The result is 0 (non-inhibitor). (2) The molecule is CC(C)CO/N=C1/C[C@@H](O)[C@@H](O)[C@H]2[C@@H]1CC[C@@H]1C(=O)N(Cc3ccccc3)C(=O)[C@H]12. The result is 0 (non-inhibitor).